Dataset: Forward reaction prediction with 1.9M reactions from USPTO patents (1976-2016). Task: Predict the product of the given reaction. (1) Given the reactants [OH:1][CH2:2][CH2:3][CH2:4][CH2:5][CH2:6][CH2:7][CH2:8][O:9][C:10]1[CH:15]=[CH:14][N:13]=[C:12]([CH2:16]O)[C:11]=1[CH3:18].S(Cl)([Cl:21])=O.C(=O)([O-])[O-].[Na+].[Na+], predict the reaction product. The product is: [OH:1][CH2:2][CH2:3][CH2:4][CH2:5][CH2:6][CH2:7][CH2:8][O:9][C:10]1[CH:15]=[CH:14][N:13]=[C:12]([CH2:16][Cl:21])[C:11]=1[CH3:18]. (2) Given the reactants [CH3:1][C:2]1[CH:7]=[C:6]([C:8]2[CH:13]=[CH:12][CH:11]=[CH:10][CH:9]=2)[C:5]([OH:14])=[C:4]([C:15]2[CH:20]=[CH:19][CH:18]=[CH:17][CH:16]=2)[CH:3]=1.[H-].[Na+].[Cl:23][Ti:24](Cl)([Cl:35])[C:25]1([CH3:34])[C:29]([CH3:30])=[C:28]([CH3:31])[C:27]([CH3:32])=[C:26]1[CH3:33], predict the reaction product. The product is: [Cl:23][Ti:24]([Cl:35])([C:25]1([CH3:34])[C:26]([CH3:33])=[C:27]([CH3:32])[C:28]([CH3:31])=[C:29]1[CH3:30])[O:14][C:5]1[C:4]([C:15]2[CH:20]=[CH:19][CH:18]=[CH:17][CH:16]=2)=[CH:3][C:2]([CH3:1])=[CH:7][C:6]=1[C:8]1[CH:13]=[CH:12][CH:11]=[CH:10][CH:9]=1. (3) The product is: [CH2:17]([O:21][N:3]1[C:4]([CH3:10])([CH3:9])[CH2:5][CH:6]([OH:8])[CH2:7][C:2]1([CH3:11])[CH3:1])[CH2:18][CH3:19]. Given the reactants [CH3:1][C:2]1([CH3:11])[CH2:7][CH:6]([OH:8])[CH2:5][C:4]([CH3:10])([CH3:9])[NH:3]1.C(OO)(=O)C.[CH:17](=[O:21])[CH2:18][CH2:19]C.OO, predict the reaction product. (4) Given the reactants C([N:8]1[CH2:13][CH2:12][N:11]([CH3:14])[C@@H:10]([CH2:15][CH2:16][S:17][CH3:18])[CH2:9]1)C1C=CC=CC=1.Cl[C:20](OC(Cl)C)=[O:21], predict the reaction product. The product is: [NH3:8].[CH3:20][OH:21].[CH3:14][N:11]1[CH2:12][CH2:13][NH:8][CH2:9][C@@H:10]1[CH2:15][CH2:16][S:17][CH3:18].